Dataset: Tyrosyl-DNA phosphodiesterase HTS with 341,365 compounds. Task: Binary Classification. Given a drug SMILES string, predict its activity (active/inactive) in a high-throughput screening assay against a specified biological target. The molecule is O=c1n(nc(c2c1n(c1c2cccc1)C)C(=O)Nc1c(OCC)cccc1)c1ccc(OC)cc1. The result is 0 (inactive).